This data is from Catalyst prediction with 721,799 reactions and 888 catalyst types from USPTO. The task is: Predict which catalyst facilitates the given reaction. (1) Reactant: [Cl:1][C:2]1[CH:7]=[CH:6][C:5]([N:8]2C(=O)C3C(=CC=CC=3)C2=O)=[CH:4][C:3]=1[C:19]1[N:20]=[C:21]2[N:26]=[CH:25][C:24]([N:27]([CH3:34])[C:28](=[O:33])[O:29][CH:30]([CH3:32])[CH3:31])=[CH:23][N:22]2[CH:35]=1.NN. Product: [NH2:8][C:5]1[CH:6]=[CH:7][C:2]([Cl:1])=[C:3]([C:19]2[N:20]=[C:21]3[N:26]=[CH:25][C:24]([N:27]([CH3:34])[C:28](=[O:33])[O:29][CH:30]([CH3:32])[CH3:31])=[CH:23][N:22]3[CH:35]=2)[CH:4]=1. The catalyst class is: 8. (2) Reactant: [CH2:1]([NH:11][C:12](=[O:25])[C@@H:13]1[CH2:17][CH2:16][CH2:15][N:14]1C(OC(C)(C)C)=O)[CH2:2][CH2:3][CH2:4][CH2:5][CH2:6][CH2:7][CH2:8][CH2:9][CH3:10].FC(F)(F)C(O)=O. Product: [CH2:1]([NH:11][C:12](=[O:25])[C@@H:13]1[CH2:17][CH2:16][CH2:15][NH:14]1)[CH2:2][CH2:3][CH2:4][CH2:5][CH2:6][CH2:7][CH2:8][CH2:9][CH3:10]. The catalyst class is: 2. (3) Reactant: [CH3:1][C:2]1[C:7]([C:8](=[O:21])[CH2:9][O:10][C:11]2[CH:16]=[CH:15][C:14]([CH2:17][C:18]([OH:20])=O)=[CH:13][CH:12]=2)=[CH:6][CH:5]=[CH:4][N:3]=1.C(Cl)CCl.C1C=CC2N(O)N=NC=2C=1.[CH3:36][C:37]1[CH:42]=[C:41]([CH3:43])[CH:40]=[CH:39][C:38]=1[CH:44]([C:46]1[CH:51]=[CH:50][CH:49]=[CH:48][CH:47]=1)[NH2:45]. Product: [CH3:36][C:37]1[CH:42]=[C:41]([CH3:43])[CH:40]=[CH:39][C:38]=1[CH:44]([C:46]1[CH:51]=[CH:50][CH:49]=[CH:48][CH:47]=1)[NH:45][C:18](=[O:20])[CH2:17][C:14]1[CH:13]=[CH:12][C:11]([O:10][CH2:9][C:8]([C:7]2[C:2]([CH3:1])=[N:3][CH:4]=[CH:5][CH:6]=2)=[O:21])=[CH:16][CH:15]=1. The catalyst class is: 4. (4) Reactant: [F:1][C:2]1[C:11]([F:12])=[C:10](C(OC)=O)[C:9]([F:17])=[C:8]([F:18])[C:3]=1[C:4]([O:6][CH3:7])=[O:5].[H][H]. Product: [F:1][C:2]1[C:11]([F:12])=[CH:10][C:9]([F:17])=[C:8]([F:18])[C:3]=1[C:4]([O:6][CH3:7])=[O:5]. The catalyst class is: 7. (5) Reactant: [CH2:1]([C:8]1[CH:9]=[C:10]([CH:23]=[CH:24][CH:25]=1)[CH2:11][N:12]1[CH:17]=[CH:16][CH:15]=[C:14]([C:18]([O:20]C)=[O:19])[C:13]1=[O:22])[C:2]1[CH:7]=[CH:6][CH:5]=[CH:4][CH:3]=1.[OH-].[Na+]. Product: [CH2:1]([C:8]1[CH:9]=[C:10]([CH:23]=[CH:24][CH:25]=1)[CH2:11][N:12]1[CH:17]=[CH:16][CH:15]=[C:14]([C:18]([OH:20])=[O:19])[C:13]1=[O:22])[C:2]1[CH:3]=[CH:4][CH:5]=[CH:6][CH:7]=1. The catalyst class is: 1. (6) Reactant: Br[C:2]1[CH:8]=[CH:7][C:5]([NH2:6])=[C:4]([F:9])[CH:3]=1.[CH:10]1(B(O)O)[CH2:12][CH2:11]1.C1(P(C2CCCCC2)C2CCCCC2)CCCCC1.P([O-])([O-])([O-])=O.[K+].[K+].[K+]. Product: [CH:10]1([C:2]2[CH:8]=[CH:7][C:5]([NH2:6])=[C:4]([F:9])[CH:3]=2)[CH2:12][CH2:11]1. The catalyst class is: 498.